This data is from Full USPTO retrosynthesis dataset with 1.9M reactions from patents (1976-2016). The task is: Predict the reactants needed to synthesize the given product. (1) Given the product [CH3-:1].[CH3:1][C:2]1[C:7]([CH3:8])=[CH:6][C:5]2[N:9]([C@H:12]3[O:16][C@H:15]([CH2:17][OH:18])[C@@H:14]([O:19][P:20]([O:23][CH:24]([CH2:26][NH:27][C:28]([CH2:30][CH2:31][C@@:32]4([CH3:89])[C:48]5=[N:49][C@@H:34]([C@:35]6([CH3:84])[N-:73][C:38](=[C:39]([CH3:72])[C:40]7[C@:61]([CH2:63][C:64]([NH2:66])=[O:65])([CH3:62])[C@H:60]([CH2:67][CH2:68][C:69]([NH2:71])=[O:70])[C:42](=[CH:43][C:44]8[C:52]([CH3:54])([CH3:53])[C@H:51]([CH2:55][CH2:56][C:57]([NH2:59])=[O:58])[C:46](=[C:47]5[CH3:50])[N:45]=8)[N:41]=7)[C@@H:37]([CH2:74][CH2:75][C:76]([NH2:78])=[O:77])[C@@:36]6([CH2:80][C:81]([NH2:83])=[O:82])[CH3:79])[C@@H:33]4[CH2:85][C:86]([NH2:88])=[O:87])=[O:29])[CH3:25])([O-:22])=[O:21])[C@H:13]3[OH:90])[CH:10]=[N:11][C:4]=2[CH:3]=1.[Co+3:100], predict the reactants needed to synthesize it. The reactants are: [CH3:1][C:2]1[C:7]([CH3:8])=[CH:6][C:5]2[N:9]([C@H:12]3[O:16][C@H:15]([CH2:17][OH:18])[C@@H:14]([O:19][P:20]([O:23][C@@H:24]([CH2:26][NH:27][C:28]([CH2:30][CH2:31][C@@:32]4([CH3:89])[C:48]5=[N:49][C@@H:34]([C@:35]6([CH3:84])[N-:73][C:38](=[C:39]([CH3:72])[C:40]7[C@:61]([CH2:63][C:64]([NH2:66])=[O:65])([CH3:62])[C@H:60]([CH2:67][CH2:68][C:69]([NH2:71])=[O:70])[C:42](=[CH:43][C:44]8[C:52]([CH3:54])([CH3:53])[C@H:51]([CH2:55][CH2:56][C:57]([NH2:59])=[O:58])[C:46](=[C:47]5[CH3:50])[N:45]=8)[N:41]=7)[C@@H:37]([CH2:74][CH2:75][C:76]([NH2:78])=[O:77])[C@@:36]6([CH2:80][C:81]([NH2:83])=[O:82])[CH3:79])[C@@H:33]4[CH2:85][C:86]([NH2:88])=[O:87])=[O:29])[CH3:25])([O-:22])=[O:21])[C@H:13]3[OH:90])[CH:10]=[N:11][C:4]=2[CH:3]=1.[C-]#N.[Co+3].O.O.O.O.O.O.[Co:100](Cl)Cl.[BH4-].[Na+].[Br-].C[S+](C)(C)=O. (2) Given the product [C:6]([C:5]1[CH:8]=[CH:9][C:2]([C:16]([OH:18])=[O:17])=[C:3]([CH3:10])[CH:4]=1)#[N:7], predict the reactants needed to synthesize it. The reactants are: Br[C:2]1[CH:9]=[CH:8][C:5]([C:6]#[N:7])=[CH:4][C:3]=1[CH3:10].[Li]CCCC.[C:16](=[O:18])=[O:17].O. (3) Given the product [F:1][C:2]1[CH:7]=[CH:6][CH:5]=[CH:4][C:3]=1[NH:8][C:9](=[S:35])[NH:10][C:11]1[CH:12]=[CH:13][C:14]([C:17]2[CH:18]=[C:19]3[C:23](=[CH:24][CH:25]=2)[C:22](=[O:26])[N:21]([C@@H:27]([CH:32]([CH3:33])[CH3:34])[C:28]([OH:30])=[O:29])[CH2:20]3)=[CH:15][CH:16]=1, predict the reactants needed to synthesize it. The reactants are: [F:1][C:2]1[CH:7]=[CH:6][CH:5]=[CH:4][C:3]=1[NH:8][C:9](=[S:35])[NH:10][C:11]1[CH:16]=[CH:15][C:14]([C:17]2[CH:18]=[C:19]3[C:23](=[CH:24][CH:25]=2)[C:22](=[O:26])[N:21]([C@@H:27]([CH:32]([CH3:34])[CH3:33])[C:28]([O:30]C)=[O:29])[CH2:20]3)=[CH:13][CH:12]=1.CO.[Li+].[OH-].Cl.